The task is: Regression. Given two drug SMILES strings and cell line genomic features, predict the synergy score measuring deviation from expected non-interaction effect.. This data is from NCI-60 drug combinations with 297,098 pairs across 59 cell lines. (1) Drug 1: CC1=C(C(CCC1)(C)C)C=CC(=CC=CC(=CC(=O)O)C)C. Drug 2: CC1CCCC2(C(O2)CC(NC(=O)CC(C(C(=O)C(C1O)C)(C)C)O)C(=CC3=CSC(=N3)C)C)C. Cell line: SF-268. Synergy scores: CSS=37.6, Synergy_ZIP=3.00, Synergy_Bliss=2.66, Synergy_Loewe=-20.5, Synergy_HSA=3.42. (2) Drug 1: C1=CC(=CC=C1C#N)C(C2=CC=C(C=C2)C#N)N3C=NC=N3. Drug 2: CCC1(CC2CC(C3=C(CCN(C2)C1)C4=CC=CC=C4N3)(C5=C(C=C6C(=C5)C78CCN9C7C(C=CC9)(C(C(C8N6C=O)(C(=O)OC)O)OC(=O)C)CC)OC)C(=O)OC)O.OS(=O)(=O)O. Cell line: IGROV1. Synergy scores: CSS=5.72, Synergy_ZIP=-9.38, Synergy_Bliss=-14.7, Synergy_Loewe=-36.6, Synergy_HSA=-15.8. (3) Cell line: T-47D. Drug 2: CC1C(C(CC(O1)OC2CC(OC(C2O)C)OC3=CC4=CC5=C(C(=O)C(C(C5)C(C(=O)C(C(C)O)O)OC)OC6CC(C(C(O6)C)O)OC7CC(C(C(O7)C)O)OC8CC(C(C(O8)C)O)(C)O)C(=C4C(=C3C)O)O)O)O. Drug 1: CCC(=C(C1=CC=CC=C1)C2=CC=C(C=C2)OCCN(C)C)C3=CC=CC=C3.C(C(=O)O)C(CC(=O)O)(C(=O)O)O. Synergy scores: CSS=53.0, Synergy_ZIP=6.17, Synergy_Bliss=7.05, Synergy_Loewe=-17.6, Synergy_HSA=3.87. (4) Cell line: OVCAR-8. Drug 1: C1CC(=O)NC(=O)C1N2C(=O)C3=CC=CC=C3C2=O. Synergy scores: CSS=-0.893, Synergy_ZIP=0.112, Synergy_Bliss=-0.921, Synergy_Loewe=-2.12, Synergy_HSA=-1.94. Drug 2: COC1=C2C(=CC3=C1OC=C3)C=CC(=O)O2. (5) Drug 1: CC1=C(C=C(C=C1)NC(=O)C2=CC=C(C=C2)CN3CCN(CC3)C)NC4=NC=CC(=N4)C5=CN=CC=C5. Synergy scores: CSS=27.2, Synergy_ZIP=10.1, Synergy_Bliss=11.3, Synergy_Loewe=8.63, Synergy_HSA=7.49. Drug 2: CC1=C2C(C(=O)C3(C(CC4C(C3C(C(C2(C)C)(CC1OC(=O)C(C(C5=CC=CC=C5)NC(=O)OC(C)(C)C)O)O)OC(=O)C6=CC=CC=C6)(CO4)OC(=O)C)O)C)O. Cell line: CCRF-CEM. (6) Drug 1: C1CC(C1)(C(=O)O)C(=O)O.[NH2-].[NH2-].[Pt+2]. Drug 2: CC1C(C(CC(O1)OC2CC(CC3=C2C(=C4C(=C3O)C(=O)C5=CC=CC=C5C4=O)O)(C(=O)C)O)N)O. Cell line: NCI-H226. Synergy scores: CSS=45.1, Synergy_ZIP=-4.80, Synergy_Bliss=-2.68, Synergy_Loewe=-7.10, Synergy_HSA=1.60. (7) Drug 1: CC1=C2C(C(=O)C3(C(CC4C(C3C(C(C2(C)C)(CC1OC(=O)C(C(C5=CC=CC=C5)NC(=O)OC(C)(C)C)O)O)OC(=O)C6=CC=CC=C6)(CO4)OC(=O)C)OC)C)OC. Drug 2: C1=NC2=C(N1)C(=S)N=C(N2)N. Cell line: TK-10. Synergy scores: CSS=51.5, Synergy_ZIP=-0.991, Synergy_Bliss=-1.10, Synergy_Loewe=1.31, Synergy_HSA=5.29. (8) Drug 1: C1=NC(=NC(=O)N1C2C(C(C(O2)CO)O)O)N. Drug 2: CNC(=O)C1=NC=CC(=C1)OC2=CC=C(C=C2)NC(=O)NC3=CC(=C(C=C3)Cl)C(F)(F)F. Cell line: K-562. Synergy scores: CSS=29.7, Synergy_ZIP=-4.59, Synergy_Bliss=-9.28, Synergy_Loewe=-46.5, Synergy_HSA=-15.8. (9) Drug 1: CC1=CC2C(CCC3(C2CCC3(C(=O)C)OC(=O)C)C)C4(C1=CC(=O)CC4)C. Drug 2: C1=CC=C(C(=C1)C(C2=CC=C(C=C2)Cl)C(Cl)Cl)Cl. Cell line: SNB-19. Synergy scores: CSS=-4.02, Synergy_ZIP=4.16, Synergy_Bliss=1.89, Synergy_Loewe=-5.81, Synergy_HSA=-6.30.